From a dataset of Forward reaction prediction with 1.9M reactions from USPTO patents (1976-2016). Predict the product of the given reaction. (1) Given the reactants CS(O[CH2:6][C:7]1[CH:12]=[CH:11][C:10]([CH:13]2[CH2:18][CH2:17][N:16]([C:19]([O:21][C:22]([CH3:25])([CH3:24])[CH3:23])=[O:20])[CH2:15][CH2:14]2)=[CH:9][N:8]=1)(=O)=O.[CH3:26][S:27]([C:30]1[CH:31]=[C:32]2[C:36](=[C:37]([N+:39]([O-:41])=[O:40])[CH:38]=1)[NH:35][CH:34]=[CH:33]2)(=[O:29])=[O:28].[OH-].[K+].C1OCCOCCOCCOCCOCCOC1, predict the reaction product. The product is: [CH3:26][S:27]([C:30]1[CH:31]=[C:32]2[C:36](=[C:37]([N+:39]([O-:41])=[O:40])[CH:38]=1)[N:35]([CH2:6][C:7]1[CH:12]=[CH:11][C:10]([CH:13]3[CH2:14][CH2:15][N:16]([C:19]([O:21][C:22]([CH3:23])([CH3:24])[CH3:25])=[O:20])[CH2:17][CH2:18]3)=[CH:9][N:8]=1)[CH:34]=[CH:33]2)(=[O:28])=[O:29]. (2) Given the reactants N[C:2]1[C:7]([C:8]#[N:9])=[C:6]([C:10]2[CH:15]=[CH:14][C:13]([OH:16])=[CH:12][CH:11]=2)[C:5]([C:17]#[N:18])=[C:4]([O:19][CH3:20])[N:3]=1.N(OCCC(C)C)=O.[ClH:29], predict the reaction product. The product is: [Cl:29][C:2]1[C:7]([C:8]#[N:9])=[C:6]([C:10]2[CH:15]=[CH:14][C:13]([OH:16])=[CH:12][CH:11]=2)[C:5]([C:17]#[N:18])=[C:4]([O:19][CH3:20])[N:3]=1. (3) The product is: [C:13]([O:17][C:18](=[O:41])[NH:19][C:20]([C:22]1[S:23][C:24]([S:39][CH3:40])=[C:25]([S:27]([C:30]2[CH:31]=[C:32]([C:2]3[C:7]([CH3:8])=[CH:6][C:5]([N+:9]([O-:11])=[O:10])=[CH:4][C:3]=3[Cl:12])[CH:33]=[CH:34][CH:35]=2)(=[O:29])=[O:28])[CH:26]=1)=[NH:21])([CH3:16])([CH3:15])[CH3:14]. Given the reactants Br[C:2]1[C:7]([CH3:8])=[CH:6][C:5]([N+:9]([O-:11])=[O:10])=[CH:4][C:3]=1[Cl:12].[C:13]([O:17][C:18](=[O:41])[NH:19][C:20]([C:22]1[S:23][C:24]([S:39][CH3:40])=[C:25]([S:27]([C:30]2[CH:35]=[CH:34][C:33](O)=[C:32](B)[C:31]=2O)(=[O:29])=[O:28])[CH:26]=1)=[NH:21])([CH3:16])([CH3:15])[CH3:14].C(O)C.C1(C)C=CC=CC=1, predict the reaction product. (4) Given the reactants [CH3:1][N:2]([CH3:17])[CH2:3][CH2:4][CH2:5][C:6]1[C:14]2[C:9](=[CH:10][CH:11]=[CH:12][CH:13]=2)[NH:8][C:7]=1[CH2:15][OH:16], predict the reaction product. The product is: [CH3:17][N:2]([CH3:1])[CH2:3][CH2:4][CH2:5][C:6]1[C:14]2[C:9](=[CH:10][CH:11]=[CH:12][CH:13]=2)[NH:8][C:7]=1[CH:15]=[O:16]. (5) Given the reactants Cl[C:2]1[N:10]=[C:9]2[C:5]([NH:6][CH:7]=[N:8]2)=[C:4]([NH:11][CH3:12])[N:3]=1.[F:13][C:14]([F:29])([F:28])[C:15]1[CH:27]=[CH:26][CH:25]=[CH:24][C:16]=1[O:17][CH:18]1[CH2:23][CH2:22][NH:21][CH2:20][CH2:19]1.C(N(CC)CC)C, predict the reaction product. The product is: [CH3:12][NH:11][C:4]1[N:3]=[C:2]([N:21]2[CH2:20][CH2:19][CH:18]([O:17][C:16]3[CH:24]=[CH:25][CH:26]=[CH:27][C:15]=3[C:14]([F:13])([F:28])[F:29])[CH2:23][CH2:22]2)[N:10]=[C:9]2[C:5]=1[N:6]=[CH:7][NH:8]2. (6) Given the reactants Br[C:2]1[N:3]([CH:17]2[CH2:22][CH2:21][CH2:20][CH2:19][O:18]2)[C:4]2[C:9]([N:10]=1)=[C:8]([NH:11][C:12]([CH3:15])([CH3:14])[CH3:13])[N:7]=[C:6]([Cl:16])[N:5]=2.[CH3:23][O:24][C:25]1[CH:32]=[C:31]([O:33][CH3:34])[CH:30]=[CH:29][C:26]=1[CH2:27][NH2:28].[O-]P([O-])([O-])=O.[K+].[K+].[K+].C1(C2C=CC=CC=2)C=CC=CC=1P(C(C)(C)C)C(C)(C)C, predict the reaction product. The product is: [C:12]([NH:11][C:8]1[N:7]=[C:6]([Cl:16])[N:5]=[C:4]2[C:9]=1[N:10]=[C:2]([NH:28][CH2:27][C:26]1[CH:29]=[CH:30][C:31]([O:33][CH3:34])=[CH:32][C:25]=1[O:24][CH3:23])[N:3]2[CH:17]1[CH2:22][CH2:21][CH2:20][CH2:19][O:18]1)([CH3:15])([CH3:14])[CH3:13].